This data is from Peptide-MHC class II binding affinity with 134,281 pairs from IEDB. The task is: Regression. Given a peptide amino acid sequence and an MHC pseudo amino acid sequence, predict their binding affinity value. This is MHC class II binding data. (1) The peptide sequence is LLDKRQFEL. The MHC is DRB1_0404 with pseudo-sequence DRB1_0404. The binding affinity (normalized) is 0.154. (2) The peptide sequence is AYESYKFIPALEAAVKQAYAATVAAA. The MHC is DRB5_0101 with pseudo-sequence DRB5_0101. The binding affinity (normalized) is 0.712.